From a dataset of Full USPTO retrosynthesis dataset with 1.9M reactions from patents (1976-2016). Predict the reactants needed to synthesize the given product. (1) The reactants are: [CH:1]1([NH:4][C:5](=[O:31])[C:6]2[CH:11]=[C:10]([F:12])[C:9]([CH3:13])=[C:8]([C:14]3[CH:15]=[C:16]4[C:21](=[CH:22][CH:23]=3)[C:20](=[O:24])[N:19]([CH2:25][CH:26]3[CH2:28][CH2:27]3)[CH:18]=[C:17]4[CH:29]=O)[CH:7]=2)[CH2:3][CH2:2]1.[CH3:32][C@@H:33]1[NH:38][CH2:37][CH2:36][N:35](C(OC(C)(C)C)=O)[CH2:34]1.C([BH3-])#N.[Na+].Cl.N. Given the product [CH:1]1([NH:4][C:5](=[O:31])[C:6]2[CH:11]=[C:10]([F:12])[C:9]([CH3:13])=[C:8]([C:14]3[CH:15]=[C:16]4[C:21](=[CH:22][CH:23]=3)[C:20](=[O:24])[N:19]([CH2:25][CH:26]3[CH2:28][CH2:27]3)[CH:18]=[C:17]4[CH2:29][N:38]3[CH2:37][CH2:36][NH:35][CH2:34][C@@H:33]3[CH3:32])[CH:7]=2)[CH2:3][CH2:2]1, predict the reactants needed to synthesize it. (2) The reactants are: [F:1][C:2]1[CH:7]=[CH:6][C:5]([NH:8][C:9]2[N:17]=[CH:16][CH:15]=[CH:14][C:10]=2[C:11]([OH:13])=O)=[CH:4][C:3]=1[O:18][CH3:19].[CH3:20][C:21]([NH2:25])([C:23]#[CH:24])[CH3:22].C1C=CC2N(O)N=NC=2C=1.CCN=C=NCCCN(C)C.CCN(C(C)C)C(C)C. Given the product [F:1][C:2]1[CH:7]=[CH:6][C:5]([NH:8][C:9]2[N:17]=[CH:16][CH:15]=[CH:14][C:10]=2[C:11]([NH:25][C:21]([CH3:22])([C:23]#[CH:24])[CH3:20])=[O:13])=[CH:4][C:3]=1[O:18][CH3:19], predict the reactants needed to synthesize it. (3) Given the product [F:6][C:7]1[C:8]([NH:23][C@@H:24]2[CH2:29][CH2:28][CH2:27][N:26]([C:30](=[O:33])[CH:31]=[CH2:32])[CH2:25]2)=[N:9][C:10]([NH:13][C:14]2[CH:15]=[C:16]3[C:20](=[CH:21][CH:22]=2)[CH2:19][N:18]([CH:2]([CH3:3])[CH3:34])[CH2:17]3)=[N:11][CH:12]=1, predict the reactants needed to synthesize it. The reactants are: I[CH2:2][C:3](N)=O.[F:6][C:7]1[C:8]([NH:23][C@@H:24]2[CH2:29][CH2:28][CH2:27][N:26]([C:30](=[O:33])[CH:31]=[CH2:32])[CH2:25]2)=[N:9][C:10]([NH:13][C:14]2[CH:15]=[C:16]3[C:20](=[CH:21][CH:22]=2)[CH2:19][NH:18][CH2:17]3)=[N:11][CH:12]=1.[C:34]([O-])([O-])=O.[K+].[K+]. (4) Given the product [Br:1][C:2]1[CH:3]=[C:4]2[N:10]([CH2:43][O:42][CH2:41][CH2:40][Si:37]([CH3:39])([CH3:38])[CH3:36])[C:9]([C:11]3[CH:16]=[CH:15][N:14]=[C:13]([N:17]([CH2:49][O:48][CH2:47][CH2:46][Si:37]([CH3:39])([CH3:38])[CH3:36])[C:18](=[O:20])[CH3:19])[CH:12]=3)=[C:8]([C:21]3[CH:26]=[CH:25][C:24]([O:27][CH3:28])=[CH:23][N:22]=3)[C:5]2=[N:6][CH:7]=1, predict the reactants needed to synthesize it. The reactants are: [Br:1][C:2]1[CH:3]=[C:4]2[NH:10][C:9]([C:11]3[CH:16]=[CH:15][N:14]=[C:13]([NH:17][C:18](=[O:20])[CH3:19])[CH:12]=3)=[C:8]([C:21]3[CH:26]=[CH:25][C:24]([O:27][CH3:28])=[CH:23][N:22]=3)[C:5]2=[N:6][CH:7]=1.CN(C=O)C.[H-].[Na+].[CH3:36][Si:37]([CH2:40][CH2:41][O:42][CH2:43]Cl)([CH3:39])[CH3:38].C1[CH2:49][O:48][CH2:47][CH2:46]1. (5) Given the product [C:11](=[O:19])([O:12][C:13]1[CH:18]=[CH:17][CH:16]=[CH:15][N:14]=1)[O:10][C:4]1([CH3:3])[CH2:9][CH2:8][O:7][CH2:6][CH2:5]1, predict the reactants needed to synthesize it. The reactants are: [H-].[Na+].[CH3:3][C:4]1([OH:10])[CH2:9][CH2:8][O:7][CH2:6][CH2:5]1.[C:11](=O)([O:19]C1C=CC=CN=1)[O:12][C:13]1[CH:18]=[CH:17][CH:16]=[CH:15][N:14]=1.[NH4+].[Cl-]. (6) Given the product [F:1][C:2]1[CH:9]=[CH:8][C:7]([F:10])=[CH:6][C:3]=1[CH:4]=[N:12][OH:13], predict the reactants needed to synthesize it. The reactants are: [F:1][C:2]1[CH:9]=[CH:8][C:7]([F:10])=[CH:6][C:3]=1[CH:4]=O.Cl.[NH2:12][OH:13].[OH-].[Na+].C(O)(=O)C. (7) Given the product [CH3:9][C:8]1[C:4]2[CH:3]=[CH:2][CH:18]=[CH:17][C:5]=2[S:6][C:7]=1[C:10]1[CH:15]=[CH:14][N:13]=[C:12]([NH2:16])[N:11]=1, predict the reactants needed to synthesize it. The reactants are: Br[C:2]1[CH:18]=[CH:17][C:5]2[S:6][C:7]([C:10]3[CH:15]=[CH:14][N:13]=[C:12]([NH2:16])[N:11]=3)=[C:8]([CH3:9])[C:4]=2[CH:3]=1.C([Li])CCC. (8) Given the product [Cl:19][C:20]1[CH:21]=[CH:22][C:23]([C:26]([OH:27])([CH3:28])[CH2:29][N:8]2[C:9]3[CH:10]=[CH:11][C:12]([CH3:18])=[CH:13][C:14]=3[C:15]3[CH2:16][CH2:17][N:4]([CH3:3])[CH2:5][CH2:6][C:7]2=3)=[CH:24][CH:25]=1, predict the reactants needed to synthesize it. The reactants are: [H-].[Na+].[CH3:3][N:4]1[CH2:17][CH2:16][C:15]2[C:14]3[CH:13]=[C:12]([CH3:18])[CH:11]=[CH:10][C:9]=3[NH:8][C:7]=2[CH2:6][CH2:5]1.[Cl:19][C:20]1[CH:25]=[CH:24][C:23]([C:26]2([CH3:29])[CH2:28][O:27]2)=[CH:22][CH:21]=1.C(O)(=O)C(O)=O.